Dataset: NCI-60 drug combinations with 297,098 pairs across 59 cell lines. Task: Regression. Given two drug SMILES strings and cell line genomic features, predict the synergy score measuring deviation from expected non-interaction effect. (1) Drug 1: CN1CCC(CC1)COC2=C(C=C3C(=C2)N=CN=C3NC4=C(C=C(C=C4)Br)F)OC. Drug 2: CC12CCC3C(C1CCC2=O)CC(=C)C4=CC(=O)C=CC34C. Cell line: LOX IMVI. Synergy scores: CSS=37.7, Synergy_ZIP=-1.45, Synergy_Bliss=-3.32, Synergy_Loewe=-2.28, Synergy_HSA=-2.06. (2) Drug 1: C1=CC(=CC=C1CC(C(=O)O)N)N(CCCl)CCCl.Cl. Drug 2: CC1CCC2CC(C(=CC=CC=CC(CC(C(=O)C(C(C(=CC(C(=O)CC(OC(=O)C3CCCCN3C(=O)C(=O)C1(O2)O)C(C)CC4CCC(C(C4)OC)OCCO)C)C)O)OC)C)C)C)OC. Cell line: U251. Synergy scores: CSS=31.0, Synergy_ZIP=-12.4, Synergy_Bliss=-7.21, Synergy_Loewe=-4.67, Synergy_HSA=-4.08. (3) Drug 1: C#CCC(CC1=CN=C2C(=N1)C(=NC(=N2)N)N)C3=CC=C(C=C3)C(=O)NC(CCC(=O)O)C(=O)O. Cell line: OVCAR-8. Synergy scores: CSS=-6.69, Synergy_ZIP=5.95, Synergy_Bliss=4.92, Synergy_Loewe=-0.372, Synergy_HSA=-3.21. Drug 2: CC(C)NC(=O)C1=CC=C(C=C1)CNNC.Cl.